This data is from Forward reaction prediction with 1.9M reactions from USPTO patents (1976-2016). The task is: Predict the product of the given reaction. (1) Given the reactants [CH3:1][O:2][C:3]1[CH:4]=[CH:5][C:6]([S:10][C:11]2[CH:16]=[CH:15][CH:14]=[CH:13][CH:12]=2)=[C:7]([NH2:9])[CH:8]=1.Cl[C:18]1[CH:27]=[CH:26][N:25]=[C:24]2[C:19]=1[CH:20]=[CH:21][C:22]([CH3:28])=[N:23]2, predict the reaction product. The product is: [CH3:1][O:2][C:3]1[CH:4]=[CH:5][C:6]([S:10][C:11]2[CH:12]=[CH:13][CH:14]=[CH:15][CH:16]=2)=[C:7]([NH:9][C:18]2[C:19]3[C:24](=[N:23][C:22]([CH3:28])=[CH:21][CH:20]=3)[N:25]=[CH:26][CH:27]=2)[CH:8]=1. (2) Given the reactants Br[C:2]1[CH:3]=[C:4]([N:8]2[CH2:17][C@H:16]3[N:12]([CH2:13][CH2:14][CH2:15]3)[C:11]3[N:18]=[C:19]([NH:22][CH2:23][CH3:24])[N:20]=[CH:21][C:10]=3[C:9]2=[O:25])[CH:5]=[CH:6][CH:7]=1.C([Sn](CCCC)(CCCC)[C:31]1[O:32][CH:33]=[CH:34][N:35]=1)CCC.[F-].[NH4+], predict the reaction product. The product is: [CH2:23]([NH:22][C:19]1[N:20]=[CH:21][C:10]2[C:9](=[O:25])[N:8]([C:4]3[CH:5]=[CH:6][CH:7]=[C:2]([C:31]4[O:32][CH:33]=[CH:34][N:35]=4)[CH:3]=3)[CH2:17][C@H:16]3[N:12]([CH2:13][CH2:14][CH2:15]3)[C:11]=2[N:18]=1)[CH3:24]. (3) Given the reactants [F:1][C:2]1[CH:38]=[CH:37][C:5]([CH2:6][O:7][C:8]2[CH:13]=[CH:12][N:11]([C:14]3[CH:15]=[CH:16][C:17]4[C:18]5[CH2:28][CH2:27][N:26](C(OC(C)(C)C)=O)[CH2:25][CH2:24][C:19]=5[N:20]([CH3:23])[C:21]=4[CH:22]=3)[C:10](=[O:36])[CH:9]=2)=[CH:4][CH:3]=1.[ClH:39], predict the reaction product. The product is: [ClH:39].[F:1][C:2]1[CH:3]=[CH:4][C:5]([CH2:6][O:7][C:8]2[CH:13]=[CH:12][N:11]([C:14]3[CH:15]=[CH:16][C:17]4[C:18]5[CH2:28][CH2:27][NH:26][CH2:25][CH2:24][C:19]=5[N:20]([CH3:23])[C:21]=4[CH:22]=3)[C:10](=[O:36])[CH:9]=2)=[CH:37][CH:38]=1. (4) Given the reactants Cl[CH2:2][CH2:3][O:4][C:5]1[CH:6]=[C:7]([O:27][CH2:28][CH2:29][OH:30])[CH:8]=[C:9]2[C:13]=1[NH:12][N:11]=[C:10]2[S:14]([C:17]1[C:26]2[C:21](=[CH:22][CH:23]=[CH:24][CH:25]=2)[CH:20]=[CH:19][CH:18]=1)(=[O:16])=[O:15].C(N(CC)CC)C, predict the reaction product. The product is: [C:17]1([S:14]([C:10]2[C:9]3[C:13]4[N:12]([CH2:2][CH2:3][O:4][C:5]=4[CH:6]=[C:7]([O:27][CH2:28][CH2:29][OH:30])[CH:8]=3)[N:11]=2)(=[O:16])=[O:15])[C:26]2[C:21](=[CH:22][CH:23]=[CH:24][CH:25]=2)[CH:20]=[CH:19][CH:18]=1. (5) Given the reactants [F:1][C:2]1[CH:7]=[CH:6][CH:5]=[C:4]([O:8]C)[C:3]=1[N+:10]([O-:12])=[O:11].B(Br)(Br)Br, predict the reaction product. The product is: [F:1][C:2]1[C:3]([N+:10]([O-:12])=[O:11])=[C:4]([OH:8])[CH:5]=[CH:6][CH:7]=1. (6) Given the reactants [Cl:1][C:2]1[N:10]=[C:9]2[C:5]([N:6]=[CH:7][N:8]2C2CCCCO2)=[C:4]([NH:17][CH:18]([C:20]2[N:21]([C:32]3[CH:37]=[CH:36][CH:35]=[CH:34][CH:33]=3)[C:22](=[O:31])[C:23]3[C:28]([CH:29]=2)=[CH:27][CH:26]=[CH:25][C:24]=3[CH3:30])[CH3:19])[N:3]=1.C([O-])(O)=O.[Na+], predict the reaction product. The product is: [Cl:1][C:2]1[N:10]=[C:9]2[C:5]([N:6]=[CH:7][NH:8]2)=[C:4]([NH:17][C@H:18]([C:20]2[N:21]([C:32]3[CH:37]=[CH:36][CH:35]=[CH:34][CH:33]=3)[C:22](=[O:31])[C:23]3[C:28]([CH:29]=2)=[CH:27][CH:26]=[CH:25][C:24]=3[CH3:30])[CH3:19])[N:3]=1.[Cl:1][C:2]1[N:10]=[C:9]2[C:5]([N:6]=[CH:7][NH:8]2)=[C:4]([NH:17][CH:18]([C:20]2[N:21]([C:32]3[CH:37]=[CH:36][CH:35]=[CH:34][CH:33]=3)[C:22](=[O:31])[C:23]3[C:28]([CH:29]=2)=[CH:27][CH:26]=[CH:25][C:24]=3[CH3:30])[CH3:19])[N:3]=1. (7) Given the reactants [Br:1][C:2]1[CH:7]=[CH:6][C:5]([C:8]2[N:9]=[C:10]([NH:13][CH2:14][CH2:15][NH2:16])[S:11][CH:12]=2)=[CH:4][CH:3]=1.C(N(CC)CC)C.Cl[C:25](Cl)([O:27]C(=O)OC(Cl)(Cl)Cl)Cl, predict the reaction product. The product is: [Br:1][C:2]1[CH:3]=[CH:4][C:5]([C:8]2[N:9]=[C:10]([N:13]3[CH2:14][CH2:15][NH:16][C:25]3=[O:27])[S:11][CH:12]=2)=[CH:6][CH:7]=1. (8) Given the reactants [C:1]([C:9]1[CH:14]=[CH:13][CH:12]=[CH:11][C:10]=1[NH:15][S:16]([C:19]1[CH:31]=[CH:30][C:22]([C:23]([NH:25][CH2:26][C:27]([OH:29])=O)=[O:24])=[CH:21][CH:20]=1)(=[O:18])=[O:17])(=[O:8])[C:2]1[CH:7]=[CH:6][CH:5]=[CH:4][CH:3]=1.[N:32]1([CH2:37][CH2:38][N:39]2[CH2:44][CH2:43][NH:42][CH2:41][CH2:40]2)[CH2:36][CH2:35][CH2:34][CH2:33]1, predict the reaction product. The product is: [C:1]([C:9]1[CH:14]=[CH:13][CH:12]=[CH:11][C:10]=1[NH:15][S:16]([C:19]1[CH:31]=[CH:30][C:22]([C:23]([NH:25][CH2:26][C:27](=[O:29])[N:42]2[CH2:41][CH2:40][N:39]([CH2:38][CH2:37][N:32]3[CH2:33][CH2:34][CH2:35][CH2:36]3)[CH2:44][CH2:43]2)=[O:24])=[CH:21][CH:20]=1)(=[O:17])=[O:18])(=[O:8])[C:2]1[CH:7]=[CH:6][CH:5]=[CH:4][CH:3]=1. (9) Given the reactants CO[C:3]1[CH2:4][CH2:5][CH2:6][CH2:7][N:8]=1.[F:9][C:10]1[CH:11]=[C:12]([C:17]2[O:18][C:19](=[O:22])[CH2:20][N:21]=2)[CH:13]=[CH:14][C:15]=1[F:16].O.[OH-].[Li+], predict the reaction product. The product is: [F:9][C:10]1[CH:11]=[C:12]([C:17]2[N:8]3[CH2:7][CH2:6][CH2:5][CH2:4][C:3]3=[C:20]([C:19]([OH:22])=[O:18])[N:21]=2)[CH:13]=[CH:14][C:15]=1[F:16]. (10) Given the reactants Cl[C:2]1[N:7]=[C:6]([NH:8][C:9]2[CH:14]=[CH:13][C:12]([O:15][CH3:16])=[CH:11][CH:10]=2)[N:5]=[C:4]([NH:17][CH2:18][CH2:19][OH:20])[N:3]=1, predict the reaction product. The product is: [CH3:16][O:15][C:12]1[CH:13]=[CH:14][C:9]([NH:8][C:6]2[N:7]=[CH:2][N:3]=[C:4]([NH:17][CH2:18][CH2:19][OH:20])[N:5]=2)=[CH:10][CH:11]=1.